Dataset: Catalyst prediction with 721,799 reactions and 888 catalyst types from USPTO. Task: Predict which catalyst facilitates the given reaction. (1) Product: [CH2:21]([O:15][C:13]1[C:12]2[CH:16]=[C:17]([F:20])[CH:18]=[CH:19][C:11]=2[O:10][CH:9]=[C:8]([C:5]2[CH:4]=[CH:3][C:2]([Br:1])=[CH:7][CH:6]=2)[N:14]=1)[C:22]1[CH:27]=[CH:26][CH:25]=[CH:24][CH:23]=1. The catalyst class is: 11. Reactant: [Br:1][C:2]1[CH:7]=[CH:6][C:5]([C:8]2[NH:14][C:13](=[O:15])[C:12]3[CH:16]=[C:17]([F:20])[CH:18]=[CH:19][C:11]=3[O:10][CH:9]=2)=[CH:4][CH:3]=1.[CH2:21](Br)[C:22]1[CH:27]=[CH:26][CH:25]=[CH:24][CH:23]=1. (2) Product: [Cl:34][C:23]1[CH:24]=[C:25]([C:27]2[N:28]=[N:29][C:30]([N:5]([CH2:4][C:3]3[CH:9]=[CH:10][CH:11]=[C:12]([Cl:13])[C:2]=3[Cl:1])[CH2:6][CH2:7][OH:8])=[CH:31][CH:32]=2)[CH:26]=[C:21]([Cl:20])[C:22]=1[OH:35]. The catalyst class is: 266. Reactant: [Cl:1][C:2]1[C:12]([Cl:13])=[CH:11][CH:10]=[CH:9][C:3]=1[CH2:4][NH:5][CH2:6][CH2:7][OH:8].CC(C)([O-])C.[Na+].[Cl:20][C:21]1[CH:26]=[C:25]([C:27]2[N:28]=[N:29][C:30](Cl)=[CH:31][CH:32]=2)[CH:24]=[C:23]([Cl:34])[C:22]=1[OH:35]. (3) Reactant: [ClH:1].C(OCC)C.[CH2:7]([O:9][C:10](=[O:28])[CH2:11][CH2:12][NH:13][C:14]1[N:19]=[C:18]([N:20]([O:22][CH3:23])[CH3:21])[N:17]=[C:16]([NH:24][CH2:25][C:26]#[CH:27])[N:15]=1)[CH3:8]. Product: [ClH:1].[CH2:7]([O:9][C:10](=[O:28])[CH2:11][CH2:12][NH:13][C:14]1[N:19]=[C:18]([N:20]([O:22][CH3:23])[CH3:21])[N:17]=[C:16]([NH:24][CH2:25][C:26]#[CH:27])[N:15]=1)[CH3:8]. The catalyst class is: 27. (4) The catalyst class is: 7. Reactant: C1(P(C2C=CC=CC=2)C2C=CC=CC=2)C=CC=CC=1.[C:20]([O:23][CH2:24][C:25]1[CH:30]=[C:29]([CH2:31][CH2:32][CH2:33]O)[C:28]([OH:35])=[CH:27][N:26]=1)(=[O:22])[CH3:21]. Product: [C:20]([O:23][CH2:24][C:25]1[CH:30]=[C:29]2[CH2:31][CH2:32][CH2:33][O:35][C:28]2=[CH:27][N:26]=1)(=[O:22])[CH3:21]. (5) Reactant: [Mg].[CH2:2]([O:4][CH:5]([O:13][CH2:14][CH3:15])[C:6]1[CH:11]=[CH:10][C:9](Br)=[CH:8][CH:7]=1)[CH3:3].[CH3:16][O:17][C:18]1[CH:23]=[CH:22][C:21]([C:24](=[O:34])[CH:25]([C:28]2[CH:33]=[CH:32][CH:31]=[CH:30][CH:29]=2)[CH2:26][CH3:27])=[CH:20][CH:19]=1.[NH4+].[Cl-]. Product: [CH2:2]([O:4][CH:5]([O:13][CH2:14][CH3:15])[C:6]1[CH:11]=[CH:10][C:9]([C:24]([C:21]2[CH:22]=[CH:23][C:18]([O:17][CH3:16])=[CH:19][CH:20]=2)([OH:34])[CH:25]([C:28]2[CH:33]=[CH:32][CH:31]=[CH:30][CH:29]=2)[CH2:26][CH3:27])=[CH:8][CH:7]=1)[CH3:3]. The catalyst class is: 20. (6) Reactant: [H-].[Na+].[Cl:3][C:4]1[CH:13]=[CH:12][CH:11]=[C:10]([CH:14]=O)[C:5]=1[C:6]([O:8]C)=O.[N+:16]([CH2:18][C:19]([O:21][CH2:22][CH3:23])=[O:20])#[C-]. Product: [Cl:3][C:4]1[CH:13]=[CH:12][CH:11]=[C:10]2[C:5]=1[C:6](=[O:8])[NH:16][C:18]([C:19]([O:21][CH2:22][CH3:23])=[O:20])=[CH:14]2. The catalyst class is: 31. (7) Reactant: [Br:1][C:2]1[CH:3]=[C:4]([N:8]2[CH2:14][CH2:13][CH2:12][N:11]([C:15]([O:17][C:18]([CH3:21])([CH3:20])[CH3:19])=[O:16])[CH2:10][CH2:9]2)[CH:5]=[N:6][CH:7]=1.[Br:22]N1C(=O)CCC1=O. Product: [Br:1][C:2]1[CH:3]=[C:4]([N:8]2[CH2:14][CH2:13][CH2:12][N:11]([C:15]([O:17][C:18]([CH3:21])([CH3:20])[CH3:19])=[O:16])[CH2:10][CH2:9]2)[CH:5]=[N:6][C:7]=1[Br:22]. The catalyst class is: 10.